Dataset: Forward reaction prediction with 1.9M reactions from USPTO patents (1976-2016). Task: Predict the product of the given reaction. (1) Given the reactants [Cl-].[Li+].[CH3:3][O:4][C:5]1[CH:25]=[CH:24][C:8]([CH2:9][NH:10][C:11]2[C:20]([CH:21]=O)=[CH:19][C:18]3[C:13](=[CH:14][CH:15]=[C:16]([Br:23])[CH:17]=3)[N:12]=2)=[CH:7][CH:6]=1.C(OP([CH:34]([CH3:40])[C:35]([O:37][CH2:38][CH3:39])=[O:36])(OCC)=O)C.N1CCCN2CCCCCC=12, predict the reaction product. The product is: [CH3:3][O:4][C:5]1[CH:25]=[CH:24][C:8]([CH2:9][NH:10][C:11]2[C:20](/[CH:21]=[C:34](\[CH3:40])/[C:35]([O:37][CH2:38][CH3:39])=[O:36])=[CH:19][C:18]3[C:13](=[CH:14][CH:15]=[C:16]([Br:23])[CH:17]=3)[N:12]=2)=[CH:7][CH:6]=1. (2) Given the reactants [Cl:1][C:2]1[CH:39]=[C:38]([Cl:40])[CH:37]=[CH:36][C:3]=1[CH2:4][N:5]([C:13]1[N:18]2[N:19]=[CH:20][CH:21]=[C:17]2[N:16]=[C:15]([C:22]2[CH:27]=[CH:26][C:25]([CH:28]3[O:33][CH2:32][CH2:31][N:30]([CH2:34][CH3:35])[CH2:29]3)=[CH:24][CH:23]=2)[CH:14]=1)C(=O)OC(C)(C)C.FC(F)(F)C(O)=O.C(=O)(O)[O-].[Na+], predict the reaction product. The product is: [Cl:1][C:2]1[CH:39]=[C:38]([Cl:40])[CH:37]=[CH:36][C:3]=1[CH2:4][NH:5][C:13]1[N:18]2[N:19]=[CH:20][CH:21]=[C:17]2[N:16]=[C:15]([C:22]2[CH:27]=[CH:26][C:25]([CH:28]3[O:33][CH2:32][CH2:31][N:30]([CH2:34][CH3:35])[CH2:29]3)=[CH:24][CH:23]=2)[CH:14]=1.